Dataset: Antibody paratope prediction from SAbDab with 1,023 antibody chains. Task: Token-level Classification. Given an antibody amino acid sequence, predict which amino acid positions are active in antigen binding. Output is a list of indices for active paratope positions. (1) Given the antibody sequence: QVTLKESGPGILKPSQTLSLTCSFSGFSLSTSGMGVGWIRQPSGKGLEWLAHIWWDDDKYYNPSLQSQLTISKDTSRNQVFLKITSVDTADSATYYCAHDRGYYAMDYWGQGISVTVSS, which amino acid positions are active in antigen binding (paratope)? The paratope positions are: [31, 32, 84, 85, 86, 105]. (2) The paratope positions are: [52, 82, 83, 84, 103, 104, 105, 106, 107, 108]. Given the antibody sequence: QVQLKESGPGLVAPSQSLSITCTVSGFSLTDYGVDWVRQPPGKGLEWLGMIWGDGSTDYNSALKSRLSITKDNSKSQVFLKMNSLQTDDTARYYCVRDPADYGNYDYALDYWGQGTSVTVSS, which amino acid positions are active in antigen binding (paratope)? (3) The paratope positions are: [52, 83, 84, 85, 104, 105, 106, 107, 108]. Given the antibody sequence: EVQLQQSGAEVKTPGASVKVSCKASGYTFTSFGVSWIRQAPGQGLEWIGWISAYNGDTYYAQKFQARVTMTTDTSTTTAYMEMRSLRSDDTAVYYCAREPPLFYSSWSLDNWGQGTLVTVSS, which amino acid positions are active in antigen binding (paratope)? (4) Given the antibody sequence: QSVLTQPPSVSGAPGQRVTISCTGSSSNIGAGYDVHWYQQLPGTAPKLLIYDNFNRPSGVPDRFSGSKSGTSASLAITGLQAEDEADYYCQSYDSPTLTSPFGTGTKLTVL, which amino acid positions are active in antigen binding (paratope)? The paratope positions are: [29, 30, 31, 97, 98]. (5) Given the antibody sequence: DVQLQESGPGLVKPSQSLSLTCTVTGYSITNNYAWNWIRQFPGNKLEWMGYINYSGTTSYNPSLKSRISITRDTSKNQFFLQLNSVTTEDTATYFCVRGYDYFAMDYWGQGTSVTVSS, which amino acid positions are active in antigen binding (paratope)? The paratope positions are: [31, 53, 83, 84, 85, 104]. (6) Given the antibody sequence: EVQLVESGGGLVQPGGSLRLSCAASGFNFNDYFMNWVRQAPGKGLEWVAQMRNKNYQYGTYYAESLEGRFTISRDDSKNSLYLQMNSLKTEDTAVYYCARESYYGFTSYWGQGTLVTVSS, which amino acid positions are active in antigen binding (paratope)? The paratope positions are: [52, 53, 54, 85, 86, 87, 106]. (7) Given the antibody sequence: QVQLQQSGPGLVKPSQTLSLTCGISGDSVSSNSAAWNWLRQSPSRGLEWLGRTYYRSKWYNDYAVSMKSRITINPDTSRNQFSLQLNSVTPEDTAVYYCARDGEISYDYYYYGMDVWGRGTLVTVSS, which amino acid positions are active in antigen binding (paratope)? The paratope positions are: [31, 32, 54, 55, 86, 87, 88, 107, 108, 109, 110, 111, 112, 113]. (8) Given the antibody sequence: EVKLEESGGGLVQPGGSMKLSCVASGFIFSNHWMNWVRQSPEKGLEWVAEIRSKSINSATHYAESVKGRFTISRDDSKSAVYLQMTDLRTEDTGVYYCSRNYYGSTYDYWGQGTTLTVSS, which amino acid positions are active in antigen binding (paratope)? The paratope positions are: [52, 53, 54, 85, 86, 87, 106]. (9) Given the antibody sequence: QVQLKQSGPGLVAPSQSLSITCTVSGFSLTGYGVNWVRQSPGKGLEWLGMIWGDGRTDYKSALKSRLSITKDNSKSQVFLKMNSLQTDDTARYFCASDYYGSGSFAYWGQGTLVTVS, which amino acid positions are active in antigen binding (paratope)? The paratope positions are: [52, 82, 83, 84, 103, 104]. (10) Given the antibody sequence: QVKLQQSGGGLVKPGASLKLSCVTSGFTFRKFGMSWVRQTSDKCLEWVASISTGGYNTYYSDNVKGRFTISRENAKNTLYLQMSSLKSEDTALYYCTRGYSSTSYAMDYWGQGTTVTVS, which amino acid positions are active in antigen binding (paratope)? The paratope positions are: [52, 83, 84, 85, 104, 105, 106].